From a dataset of Forward reaction prediction with 1.9M reactions from USPTO patents (1976-2016). Predict the product of the given reaction. (1) Given the reactants [SH:1][C:2]1[CH:3]=[C:4]([O:8]C)[CH:5]=[CH:6][CH:7]=1.Br[CH:11]([CH3:21])[C:12]([C:14]1[CH:19]=[CH:18][C:17]([Br:20])=[CH:16][CH:15]=1)=O, predict the reaction product. The product is: [Br:20][C:17]1[CH:18]=[CH:19][C:14]([C:12]2[C:7]3[CH:6]=[CH:5][C:4]([OH:8])=[CH:3][C:2]=3[S:1][C:11]=2[CH3:21])=[CH:15][CH:16]=1. (2) Given the reactants [CH3:1][N:2]([CH3:19])[CH2:3][CH2:4][NH:5][S:6]([C:9]1[CH:18]=[CH:17][C:12]([C:13]([O:15][CH3:16])=[O:14])=[CH:11][CH:10]=1)(=[O:8])=[O:7].[CH3:20][C:21]([O:24][C:25](O[C:25]([O:24][C:21]([CH3:23])([CH3:22])[CH3:20])=[O:26])=[O:26])([CH3:23])[CH3:22], predict the reaction product. The product is: [C:21]([O:24][C:25]([N:5]([CH2:4][CH2:3][N:2]([CH3:1])[CH3:19])[S:6]([C:9]1[CH:18]=[CH:17][C:12]([C:13]([O:15][CH3:16])=[O:14])=[CH:11][CH:10]=1)(=[O:8])=[O:7])=[O:26])([CH3:23])([CH3:22])[CH3:20]. (3) Given the reactants [CH2:1]([O:3][C:4]([C:6]1[C:11](C(O)=O)=[CH:10][CH:9]=[CH:8][N:7]=1)=[O:5])[CH3:2].[C:15]([N:22]1[CH:26]=[CH:25]N=C1)(N1C=CN=C1)=[O:16].NC[C:29]1[C:38]2[C:33](=[CH:34][CH:35]=[CH:36]C=2)[CH:32]=[CH:31][CH:30]=1, predict the reaction product. The product is: [C:25]1([CH2:26][NH:22][C:15]([C:10]2[CH:9]=[CH:8][N:7]=[C:6]([C:4]([O:3][CH2:1][CH3:2])=[O:5])[CH:11]=2)=[O:16])[C:38]2[C:33](=[CH:32][CH:31]=[CH:30][CH:29]=2)[CH:34]=[CH:35][CH:36]=1. (4) Given the reactants [C:1]1([C@H:7]([N:9]2[CH2:13][CH2:12][C@H:11]([CH2:14][OH:15])[CH2:10]2)[CH3:8])[CH:6]=[CH:5][CH:4]=[CH:3][CH:2]=1.N1C=CN=C1.[C:21]([Si:25]([CH3:28])([CH3:27])Cl)([CH3:24])([CH3:23])[CH3:22].O, predict the reaction product. The product is: [Si:25]([O:15][CH2:14][C@H:11]1[CH2:12][CH2:13][N:9]([C@@H:7]([C:1]2[CH:2]=[CH:3][CH:4]=[CH:5][CH:6]=2)[CH3:8])[CH2:10]1)([C:21]([CH3:24])([CH3:23])[CH3:22])([CH3:28])[CH3:27]. (5) Given the reactants [Cl:1][C:2]1[CH:3]=[C:4]2[C:8](=[CH:9][CH:10]=1)[C:7](=[O:11])[N:6]([C:12]1[CH:13]=[N:14][CH:15]=[C:16]([N:18]3[CH2:23][CH2:22][NH:21][CH2:20][CH2:19]3)[CH:17]=1)[C:5]2([CH3:25])[CH3:24].[Cl:26][C:27]1[C:28]([C:33](O)=[O:34])=[N:29][CH:30]=[CH:31][CH:32]=1.CN(C(ON1N=NC2C=CC=NC1=2)=[N+](C)C)C.F[P-](F)(F)(F)(F)F.CCN(CC)CC, predict the reaction product. The product is: [Cl:1][C:2]1[CH:3]=[C:4]2[C:8](=[CH:9][CH:10]=1)[C:7](=[O:11])[N:6]([C:12]1[CH:13]=[N:14][CH:15]=[C:16]([N:18]3[CH2:23][CH2:22][N:21]([C:33]([C:28]4[C:27]([Cl:26])=[CH:32][CH:31]=[CH:30][N:29]=4)=[O:34])[CH2:20][CH2:19]3)[CH:17]=1)[C:5]2([CH3:25])[CH3:24]. (6) Given the reactants [Cl:1][C:2]1[CH:3]=[CH:4][C:5]([O:10][CH3:11])=[C:6]([CH:9]=1)[CH:7]=[O:8].[BH4-].[Na+].C(OCC)(=O)C.CCCCCC, predict the reaction product. The product is: [Cl:1][C:2]1[CH:3]=[CH:4][C:5]([O:10][CH3:11])=[C:6]([CH2:7][OH:8])[CH:9]=1. (7) The product is: [Cl:1][C:2]1[CH:3]=[C:4]([CH2:9][CH2:10][N:11]([CH2:24][C:25]2[CH:30]=[CH:29][C:28]([C:31]([O:40][CH3:41])([C:36]([F:39])([F:37])[F:38])[C:32]([F:33])([F:34])[F:35])=[CH:27][CH:26]=2)[C:12]([C:14]2[CH:15]=[C:16]([CH3:23])[CH:17]=[C:18]3[C:22]=2[NH:21][CH:20]=[CH:19]3)=[O:13])[CH:5]=[CH:6][C:7]=1[Cl:8]. Given the reactants [Cl:1][C:2]1[CH:3]=[C:4]([CH2:9][CH2:10][N:11]([CH2:24][C:25]2[CH:30]=[CH:29][C:28]([C:31]([OH:40])([C:36]([F:39])([F:38])[F:37])[C:32]([F:35])([F:34])[F:33])=[CH:27][CH:26]=2)[C:12]([C:14]2[CH:15]=[C:16]([CH3:23])[CH:17]=[C:18]3[C:22]=2[NH:21][CH:20]=[CH:19]3)=[O:13])[CH:5]=[CH:6][C:7]=1[Cl:8].[C:41](=O)([O-])[O-].[K+].[K+].CI.[Cl-].[NH4+], predict the reaction product.